From a dataset of Reaction yield outcomes from USPTO patents with 853,638 reactions. Predict the reaction yield, written as a fraction of the theoretical maximum amount of product (1.0 means a 100% yield; for example, 0.34 means a 34% yield). (1) The reactants are Br[C:2]1[CH:3]=[CH:4][C:5]2[NH:6][C:7]3[C:12]([C:13]=2[CH:14]=1)=[CH:11][CH:10]=[CH:9][CH:8]=3.[CH:15]1[C:23]2[C:22]3[CH:24]=[CH:25][CH:26]=[CH:27][C:21]=3[S:20][C:19]=2[C:18](B(O)O)=[CH:17][CH:16]=1.C1(C)C=CC=CC=1P(C1C=CC=CC=1C)C1C=CC=CC=1C.C(=O)([O-])[O-].[K+].[K+]. The catalyst is C([O-])(=O)C.[Pd+2].C([O-])(=O)C.C(O)C.C1(C)C=CC=CC=1. The product is [CH:15]1[C:23]2[C:22]3[CH:24]=[CH:25][CH:26]=[CH:27][C:21]=3[S:20][C:19]=2[C:18]([C:2]2[CH:3]=[CH:4][C:5]3[NH:6][C:7]4[C:12]([C:13]=3[CH:14]=2)=[CH:11][CH:10]=[CH:9][CH:8]=4)=[CH:17][CH:16]=1. The yield is 0.320. (2) The reactants are CC1C=CC(S(O[CH2:12][C@H:13]2[CH2:15][O:14]2)(=O)=O)=CC=1.C(=O)([O-])[O-].[K+].[K+].[Cl:22][C:23]1[CH:24]=[C:25]([CH:41]=[CH:42][C:43]=1[NH:44][C:45]([NH:47][CH:48]1[CH2:50][CH2:49]1)=[O:46])[O:26][C:27]1[C:36]2[C:31](=[CH:32][C:33]([OH:40])=[C:34]([C:37]([NH2:39])=[O:38])[CH:35]=2)[N:30]=[CH:29][CH:28]=1.[CH2:51]([NH:53][CH2:54][CH3:55])[CH3:52]. The catalyst is O.C(OCC)(=O)C.CN(C)C=O. The product is [Cl:22][C:23]1[CH:24]=[C:25]([CH:41]=[CH:42][C:43]=1[NH:44][C:45]([NH:47][CH:48]1[CH2:50][CH2:49]1)=[O:46])[O:26][C:27]1[C:36]2[C:31](=[CH:32][C:33]([O:40][CH2:15][C@H:13]([OH:14])[CH2:12][N:53]([CH2:54][CH3:55])[CH2:51][CH3:52])=[C:34]([C:37]([NH2:39])=[O:38])[CH:35]=2)[N:30]=[CH:29][CH:28]=1. The yield is 0.363. (3) The reactants are [CH:1]1([CH2:4][CH2:5][NH:6][C:7]([C:9]2[N:10]=[N:11][C:12]([N:15]3[CH2:20][CH2:19][NH:18][CH2:17][CH2:16]3)=[CH:13][CH:14]=2)=[O:8])[CH2:3][CH2:2]1.Cl[C:22]1[O:23][C:24]2[CH:30]=[CH:29][CH:28]=[CH:27][C:25]=2[N:26]=1.N12CCCN=C1CCCCC2. The catalyst is O1CCOCC1.[I-].C([N+](CCCC)(CCCC)CCCC)CCC. The product is [CH:1]1([CH2:4][CH2:5][NH:6][C:7]([C:9]2[N:10]=[N:11][C:12]([N:15]3[CH2:20][CH2:19][N:18]([C:22]4[O:23][C:24]5[CH:30]=[CH:29][CH:28]=[CH:27][C:25]=5[N:26]=4)[CH2:17][CH2:16]3)=[CH:13][CH:14]=2)=[O:8])[CH2:3][CH2:2]1. The yield is 0.440. (4) The reactants are [Li+].[OH-].[Br:3][C:4]1[CH:5]=[C:6]([CH2:32][C:33]([OH:35])=[O:34])[CH:7]=[C:8]([Br:31])[C:9]=1[O:10][C:11]1[CH:16]=[C:15]([CH:17]([CH3:19])[CH3:18])[C:14]([O:20][CH3:21])=[CH:13][C:12]=1[C:22](=[O:30])[C:23]1[CH:28]=[CH:27][CH:26]=[C:25]([CH3:29])[CH:24]=1.[BH4-].[Na+].Cl. The catalyst is O. The product is [Br:3][C:4]1[CH:5]=[C:6]([CH2:32][C:33]([OH:35])=[O:34])[CH:7]=[C:8]([Br:31])[C:9]=1[O:10][C:11]1[CH:16]=[C:15]([CH:17]([CH3:19])[CH3:18])[C:14]([O:20][CH3:21])=[CH:13][C:12]=1[CH:22]([OH:30])[C:23]1[CH:28]=[CH:27][CH:26]=[C:25]([CH3:29])[CH:24]=1. The yield is 0.770. (5) The reactants are [CH2:1]([CH:3]1[C:11]2[C:10]([N:12]3[CH2:17][CH2:16][CH:15]([C:18]4[N:19]([CH2:34][C@@H:35]5[CH2:40][CH2:39][CH2:38][CH2:37][N:36]5C(OCC5C=CC=CC=5)=O)[CH:20]=[C:21]([C:23]5[CH:28]=[CH:27][C:26]([F:29])=[C:25]([C:30]([F:33])([F:32])[F:31])[CH:24]=5)[N:22]=4)[CH2:14][CH2:13]3)=[N:9][CH:8]=[N:7][C:6]=2[NH:5][C:4]1=[O:51])[CH3:2].[ClH:52]. No catalyst specified. The product is [ClH:52].[ClH:52].[ClH:52].[CH2:1]([CH:3]1[C:11]2[C:10]([N:12]3[CH2:17][CH2:16][CH:15]([C:18]4[N:19]([CH2:34][C@@H:35]5[CH2:40][CH2:39][CH2:38][CH2:37][NH:36]5)[CH:20]=[C:21]([C:23]5[CH:28]=[CH:27][C:26]([F:29])=[C:25]([C:30]([F:32])([F:31])[F:33])[CH:24]=5)[N:22]=4)[CH2:14][CH2:13]3)=[N:9][CH:8]=[N:7][C:6]=2[NH:5][C:4]1=[O:51])[CH3:2]. The yield is 0.900. (6) The reactants are Br[C:2]1[CH:3]=[C:4]2[C:9](=[N:10][CH:11]=1)[NH:8][C:7](=[O:12])[CH2:6][CH2:5]2.[NH:13]1[C:21]2[C:16](=[CH:17][CH:18]=[CH:19][CH:20]=2)[C:15]([CH2:22][N:23]([CH3:28])[C:24](=[O:27])[CH:25]=[CH2:26])=[CH:14]1.C1(C)C=CC=CC=1P(C1C=CC=CC=1C)C1C=CC=CC=1C.C(N(C(C)C)CC)(C)C. The catalyst is C(#N)CC.CC([O-])=O.CC([O-])=O.[Pd+2]. The product is [NH:13]1[C:21]2[C:16](=[CH:17][CH:18]=[CH:19][CH:20]=2)[C:15]([CH2:22][N:23]([CH3:28])[C:24](=[O:27])/[CH:25]=[CH:26]/[C:2]2[CH:11]=[N:10][C:9]3[NH:8][C:7](=[O:12])[CH2:6][CH2:5][C:4]=3[CH:3]=2)=[CH:14]1. The yield is 0.370. (7) The reactants are [O:1]=[C:2]1[CH2:8][CH2:7][CH2:6][CH2:5][CH2:4][N:3]1[C:9]1[CH:10]=[C:11]2[C:15](=[CH:16][CH:17]=1)[N:14](C(OC(C)(C)C)=O)[CH2:13][CH2:12]2.BrCCCCCC(Cl)=O.Cl. The catalyst is O1CCOCC1. The product is [NH:14]1[C:15]2[C:11](=[CH:10][C:9]([N:3]3[CH2:4][CH2:5][CH2:6][CH2:7][CH2:8][C:2]3=[O:1])=[CH:17][CH:16]=2)[CH2:12][CH2:13]1. The yield is 1.00.